From a dataset of NCI-60 drug combinations with 297,098 pairs across 59 cell lines. Regression. Given two drug SMILES strings and cell line genomic features, predict the synergy score measuring deviation from expected non-interaction effect. Drug 1: CN(C)C1=NC(=NC(=N1)N(C)C)N(C)C. Drug 2: C1CC(C1)(C(=O)O)C(=O)O.[NH2-].[NH2-].[Pt+2]. Cell line: MDA-MB-231. Synergy scores: CSS=11.6, Synergy_ZIP=-1.30, Synergy_Bliss=0.00622, Synergy_Loewe=-13.0, Synergy_HSA=-3.34.